Dataset: Reaction yield outcomes from USPTO patents with 853,638 reactions. Task: Predict the reaction yield, written as a fraction of the theoretical maximum amount of product (1.0 means a 100% yield; for example, 0.34 means a 34% yield). (1) The reactants are I.[Cl:2][C:3]1[C:4]2[C:5]3[C:6](=[C:20]([CH3:23])[O:21][N:22]=3)[C:7](=[O:19])[N:8]([CH:13]3[CH2:18][CH2:17][CH2:16][NH:15][CH2:14]3)[C:9]=2[CH:10]=[CH:11][CH:12]=1.[CH2:24]([N:31]=[C:32]=[O:33])[C:25]1[CH:30]=[CH:29][CH:28]=[CH:27][CH:26]=1.C(=O)([O-])[O-].[K+].[K+]. The catalyst is O1CCCC1. The product is [CH2:24]([NH:31][C:32]([N:15]1[CH2:16][CH2:17][CH2:18][CH:13]([N:8]2[C:9]3[CH:10]=[CH:11][CH:12]=[C:3]([Cl:2])[C:4]=3[C:5]3=[N:22][O:21][C:20]([CH3:23])=[C:6]3[C:7]2=[O:19])[CH2:14]1)=[O:33])[C:25]1[CH:30]=[CH:29][CH:28]=[CH:27][CH:26]=1. The yield is 0.880. (2) The reactants are [CH2:1]([C:3]1[CH:8]=[CH:7][CH:6]=[CH:5][C:4]=1[N:9]1[CH2:24][CH:12]2[CH2:13][N:14](C(OC(C)(C)C)=O)[CH2:15][CH2:16][N:11]2[C:10]1=[O:25])[CH3:2].C(OCC)(=O)C.[ClH:32]. No catalyst specified. The product is [ClH:32].[CH2:1]([C:3]1[CH:8]=[CH:7][CH:6]=[CH:5][C:4]=1[N:9]1[CH2:24][CH:12]2[CH2:13][NH:14][CH2:15][CH2:16][N:11]2[C:10]1=[O:25])[CH3:2]. The yield is 0.910. (3) The reactants are [CH3:1][O:2][C:3]1[CH:4]=[C:5]2[C:10](=[CH:11][C:12]=1[O:13][CH2:14][CH:15]1[CH2:17][O:16]1)[N:9]=[CH:8][CH:7]=[C:6]2[O:18][C:19]1[C:20]([CH3:29])=[N:21][C:22]2[C:27]([CH:28]=1)=[CH:26][N:25]=[CH:24][CH:23]=2.FC(F)(F)C(O)=[O:33].[OH-].[Na+].O. The catalyst is C(Cl)Cl. The product is [CH3:1][O:2][C:3]1[CH:4]=[C:5]2[C:10](=[CH:11][C:12]=1[O:13][CH2:14][CH:15]([OH:33])[CH2:17][OH:16])[N:9]=[CH:8][CH:7]=[C:6]2[O:18][C:19]1[C:20]([CH3:29])=[N:21][C:22]2[C:27]([CH:28]=1)=[CH:26][N:25]=[CH:24][CH:23]=2. The yield is 0.150. (4) The product is [Cl:6][C:7]1[C:8]([C:31]2[C:39]3[C:34](=[CH:35][CH:36]=[CH:37][CH:38]=3)[N:33]([CH3:40])[CH:32]=2)=[N:9][C:10]([NH:13][C:14]2[C:19]([O:20][CH3:21])=[CH:18][C:17]([N:22]3[CH2:26][CH2:25][C@@H:24]([N:27]([CH3:29])[CH3:28])[CH2:23]3)=[C:16]([NH:30][C:1](=[O:4])[CH:2]=[CH2:3])[CH:15]=2)=[N:11][CH:12]=1. The yield is 0.570. The catalyst is C1COCC1.O.C(Cl)Cl.C(OCC)C. The reactants are [C:1](Cl)(=[O:4])[CH:2]=[CH2:3].[Cl:6][C:7]1[C:8]([C:31]2[C:39]3[C:34](=[CH:35][CH:36]=[CH:37][CH:38]=3)[N:33]([CH3:40])[CH:32]=2)=[N:9][C:10]([NH:13][C:14]2[C:19]([O:20][CH3:21])=[CH:18][C:17]([N:22]3[CH2:26][CH2:25][C@@H:24]([N:27]([CH3:29])[CH3:28])[CH2:23]3)=[C:16]([NH2:30])[CH:15]=2)=[N:11][CH:12]=1.CCN(C(C)C)C(C)C. (5) The reactants are Cl.[CH3:2][O:3][CH2:4][C:5]1[CH:10]=[C:9]([C:11]2[O:15][N:14]=[C:13]([C:16]3[CH:17]=[CH:18][C:19]([C:22]([OH:24])=O)=[N:20][CH:21]=3)[N:12]=2)[CH:8]=[CH:7][C:6]=1[C:25]1[CH:30]=[CH:29][CH:28]=[CH:27][C:26]=1[CH3:31].C(Cl)(=O)C(Cl)=O.[NH3:38].O1CCOCC1. The catalyst is C(Cl)Cl.CN(C=O)C. The product is [CH3:2][O:3][CH2:4][C:5]1[CH:10]=[C:9]([C:11]2[O:15][N:14]=[C:13]([C:16]3[CH:17]=[CH:18][C:19]([C:22]([NH2:38])=[O:24])=[N:20][CH:21]=3)[N:12]=2)[CH:8]=[CH:7][C:6]=1[C:25]1[CH:30]=[CH:29][CH:28]=[CH:27][C:26]=1[CH3:31]. The yield is 0.960.